From a dataset of Forward reaction prediction with 1.9M reactions from USPTO patents (1976-2016). Predict the product of the given reaction. Given the reactants [P:1]([O:13][CH2:14][N:15]1[C:19]2=[C:20]([N:26]3[CH:30]=[N:29][C:28]([CH3:31])=[N:27]3)[N:21]=[CH:22][C:23]([O:24][CH3:25])=[C:18]2[C:17]([C:32](=[O:50])[C:33]([N:35]2[CH2:40][CH2:39][C:38](=[C:41]([C:48]#[N:49])[C:42]3[CH:47]=[CH:46][CH:45]=[CH:44][N:43]=3)[CH2:37][CH2:36]2)=[O:34])=[CH:16]1)([O:8]C(C)(C)C)([O:3][C:4]([CH3:7])([CH3:6])[CH3:5])=[O:2], predict the reaction product. The product is: [P:1]([OH:8])([O:13][CH2:14][N:15]1[C:19]2=[C:20]([N:26]3[CH:30]=[N:29][C:28]([CH3:31])=[N:27]3)[N:21]=[CH:22][C:23]([O:24][CH3:25])=[C:18]2[C:17]([C:32](=[O:50])[C:33]([N:35]2[CH2:36][CH2:37][C:38](=[C:41]([C:48]#[N:49])[C:42]3[CH:47]=[CH:46][CH:45]=[CH:44][N:43]=3)[CH2:39][CH2:40]2)=[O:34])=[CH:16]1)([O:3][C:4]([CH3:7])([CH3:6])[CH3:5])=[O:2].[P:1]([OH:3])([OH:8])([O:13][CH2:14][N:15]1[C:19]2=[C:20]([N:26]3[CH:30]=[N:29][C:28]([CH3:31])=[N:27]3)[N:21]=[CH:22][C:23]([O:24][CH3:25])=[C:18]2[C:17]([C:32](=[O:50])[C:33]([N:35]2[CH2:36][CH2:37][C:38](=[C:41]([C:48]#[N:49])[C:42]3[CH:47]=[CH:46][CH:45]=[CH:44][N:43]=3)[CH2:39][CH2:40]2)=[O:34])=[CH:16]1)=[O:2].